This data is from Blood-brain barrier permeability regression values from the B3DB database. The task is: Regression/Classification. Given a drug SMILES string, predict its absorption, distribution, metabolism, or excretion properties. Task type varies by dataset: regression for continuous measurements (e.g., permeability, clearance, half-life) or binary classification for categorical outcomes (e.g., BBB penetration, CYP inhibition). For this dataset (b3db_regression), we predict Y. (1) The Y is 0.190 log(BB ratio). The drug is CC1=C2[C@H](C(=O)[C@@]3([C@H](C[C@@H]4[C@]([C@H]3[C@@H]([C@@](C2(C)C)(C[C@@H]1OC(=O)[C@@H]([C@H](C5=CC=CC=C5)NC(=O)C6=CC=C(C=C6)F)O)O)OC(=O)C7=CC=CC=C7)(CO4)OC(=O)C)O)C)OC(=O)C. (2) The drug is C1=CC=C(C=C1)C(COC(=O)N)COC(=O)N. The Y is -0.190 log(BB ratio). (3) The Y is 0.400 log(BB ratio). The drug is CC(C)OC(=O)C. (4) The drug is CCCN1C2=C(C(=O)N(C1=O)CCC)NC(=N2)[C@H]3CCC(=O)C3. The Y is -1.40 log(BB ratio).